From a dataset of Full USPTO retrosynthesis dataset with 1.9M reactions from patents (1976-2016). Predict the reactants needed to synthesize the given product. (1) Given the product [N:23]1([S:19]([CH2:18][CH2:17][CH:14]2[CH2:15][CH2:16][N:11]([C:9]([O:8][CH2:1][C:2]3[CH:7]=[CH:6][CH:5]=[CH:4][CH:3]=3)=[O:10])[CH2:12][CH2:13]2)(=[O:21])=[O:20])[CH2:28][CH2:27][CH2:26][CH2:25][CH2:24]1, predict the reactants needed to synthesize it. The reactants are: [CH2:1]([O:8][C:9]([N:11]1[CH2:16][CH2:15][CH:14]([CH2:17][CH2:18][S:19](Cl)(=[O:21])=[O:20])[CH2:13][CH2:12]1)=[O:10])[C:2]1[CH:7]=[CH:6][CH:5]=[CH:4][CH:3]=1.[NH:23]1[CH2:28][CH2:27][CH2:26][CH2:25][CH2:24]1. (2) Given the product [NH2:1][C:2]1[N:3]=[CH:4][C:5]([C:8]2[N:9]=[C:10]([N:26]3[CH2:27][CH2:28][O:29][CH2:30][CH2:31]3)[C:11]3[S:16][C:15]([C:17]4[CH:18]=[C:19]([CH:23]=[CH:24][CH:25]=4)[C:20]([NH:36][CH2:35][CH2:34][O:33][CH3:32])=[O:21])=[CH:14][C:12]=3[N:13]=2)=[CH:6][N:7]=1, predict the reactants needed to synthesize it. The reactants are: [NH2:1][C:2]1[N:7]=[CH:6][C:5]([C:8]2[N:9]=[C:10]([N:26]3[CH2:31][CH2:30][O:29][CH2:28][CH2:27]3)[C:11]3[S:16][C:15]([C:17]4[CH:18]=[C:19]([CH:23]=[CH:24][CH:25]=4)[C:20](O)=[O:21])=[CH:14][C:12]=3[N:13]=2)=[CH:4][N:3]=1.[CH3:32][O:33][CH2:34][CH2:35][NH2:36]. (3) Given the product [ClH:31].[N:1]1([C:7]2[CH:24]=[CH:23][C:10]3[CH2:11][NH:12][CH2:13][CH2:14][O:15][C:9]=3[CH:8]=2)[CH2:6][CH2:5][O:4][CH2:3][CH2:2]1, predict the reactants needed to synthesize it. The reactants are: [N:1]1([C:7]2[CH:24]=[CH:23][C:10]3[CH2:11][N:12](C(OC(C)(C)C)=O)[CH2:13][CH2:14][O:15][C:9]=3[CH:8]=2)[CH2:6][CH2:5][O:4][CH2:3][CH2:2]1.C(OCC)(=O)C.[ClH:31].